From a dataset of Full USPTO retrosynthesis dataset with 1.9M reactions from patents (1976-2016). Predict the reactants needed to synthesize the given product. Given the product [CH3:1][O:2][C:3]1[CH:8]=[CH:7][CH:6]=[CH:5][C:4]=1[N:9]1[CH2:14][CH2:13][N:12]([CH2:25][CH2:26][CH2:27][CH2:28][N:29]2[C:33](=[O:34])[C:32]3[C:31](=[CH:38][CH:37]=[CH:36][CH:35]=3)[C:30]2=[O:39])[CH2:11][CH2:10]1, predict the reactants needed to synthesize it. The reactants are: [CH3:1][O:2][C:3]1[CH:8]=[CH:7][CH:6]=[CH:5][C:4]=1[N:9]1[CH2:14][CH2:13][NH:12][CH2:11][CH2:10]1.C(N(C(C)C)CC)(C)C.Br[CH2:25][CH2:26][CH2:27][CH2:28][N:29]1[C:33](=[O:34])[C:32]2=[CH:35][CH:36]=[CH:37][CH:38]=[C:31]2[C:30]1=[O:39].